This data is from Forward reaction prediction with 1.9M reactions from USPTO patents (1976-2016). The task is: Predict the product of the given reaction. Given the reactants [OH:1][C:2]1[CH:3]=[C:4]2[C:9](=[C:10]([C:12]([NH2:14])=[O:13])[CH:11]=1)[N:8]=[CH:7][N:6]=[C:5]2[NH:15][CH2:16][C:17]1[CH:22]=[CH:21][C:20]([C:23]([F:26])([F:25])[F:24])=[CH:19][CH:18]=1.C(=O)([O-])[O-].[Cs+].[Cs+].Cl.Cl[CH2:35][CH2:36][N:37]1[CH2:42][CH2:41][O:40][CH2:39][CH2:38]1, predict the reaction product. The product is: [N:37]1([CH2:36][CH2:35][O:1][C:2]2[CH:3]=[C:4]3[C:9](=[C:10]([C:12]([NH2:14])=[O:13])[CH:11]=2)[N:8]=[CH:7][N:6]=[C:5]3[NH:15][CH2:16][C:17]2[CH:22]=[CH:21][C:20]([C:23]([F:25])([F:26])[F:24])=[CH:19][CH:18]=2)[CH2:42][CH2:41][O:40][CH2:39][CH2:38]1.